This data is from hERG Central: cardiac toxicity at 1µM, 10µM, and general inhibition. The task is: Predict hERG channel inhibition at various concentrations. (1) The molecule is CN1CCN(c2nc(NCCOC34CC5CC(CC(C5)C3)C4)nc(OCC(F)(F)F)n2)CC1. Results: hERG_inhib (hERG inhibition (general)): blocker. (2) The drug is COCCCn1cnc2c(c1=O)c1nc3ccccc3nc1n2-c1ccccc1. Results: hERG_inhib (hERG inhibition (general)): blocker. (3) Results: hERG_inhib (hERG inhibition (general)): blocker. The molecule is CCOC(=O)c1cnc2c(C)cc(C)cc2c1NCCCN1CCOCC1. (4) The drug is Cc1ccc2c(CC(=O)Nc3ccc(N4CCN(C)CC4)cc3C)coc2c1. Results: hERG_inhib (hERG inhibition (general)): blocker. (5) The compound is Cc1ccc(C2=NN(CC(=O)O)C(=O)CC2)cc1. Results: hERG_inhib (hERG inhibition (general)): blocker. (6) The compound is Cl.NS(=O)(=O)c1ccc(CCNCc2cc(Br)ccc2OCc2ccccc2F)cc1. Results: hERG_inhib (hERG inhibition (general)): blocker.